Task: Predict the product of the given reaction.. Dataset: Forward reaction prediction with 1.9M reactions from USPTO patents (1976-2016) (1) Given the reactants [C:1]([C:4]1[CH:5]=[C:6]2[C:11](=[CH:12][CH:13]=1)[CH:10]([NH:14][C:15](=[O:39])[CH2:16][CH:17]([C:32]1[CH:37]=[CH:36][C:35]([F:38])=[CH:34][CH:33]=1)[NH:18][S:19]([C:22]1[CH:27]=[CH:26][CH:25]=[C:24]([C:28]([F:31])([F:30])[F:29])[CH:23]=1)(=[O:21])=[O:20])[CH2:9][CH2:8][CH2:7]2)(=O)[CH3:2].[CH2:40]([NH2:44])[CH:41]([CH3:43])[CH3:42].[BH-](OC(C)=O)(OC(C)=O)OC(C)=O.[Na+].CC(O)=O, predict the reaction product. The product is: [F:38][C:35]1[CH:36]=[CH:37][C:32]([CH:17]([NH:18][S:19]([C:22]2[CH:27]=[CH:26][CH:25]=[C:24]([C:28]([F:30])([F:29])[F:31])[CH:23]=2)(=[O:21])=[O:20])[CH2:16][C:15]([NH:14][CH:10]2[C:11]3[C:6](=[CH:5][C:4]([CH:1]([NH:44][CH2:40][CH:41]([CH3:43])[CH3:42])[CH3:2])=[CH:13][CH:12]=3)[CH2:7][CH2:8][CH2:9]2)=[O:39])=[CH:33][CH:34]=1. (2) The product is: [N:1]12[CH2:10][CH:5]3[CH2:6][CH:7]([CH2:9][CH:3]([C@@H:4]3[NH:11][C:22]([C:12]3[C:21]4[C:16](=[CH:17][CH:18]=[CH:19][CH:20]=4)[CH:15]=[CH:14][CH:13]=3)=[O:23])[CH2:2]1)[CH2:8]2. Given the reactants [N:1]12[CH2:10][CH:5]3[CH2:6][CH:7]([CH2:9][CH:3]([C@@H:4]3[NH2:11])[CH2:2]1)[CH2:8]2.[C:12]1([C:22](O)=[O:23])[C:21]2[C:16](=[CH:17][CH:18]=[CH:19][CH:20]=2)[CH:15]=[CH:14][CH:13]=1.N, predict the reaction product. (3) The product is: [C:11]([C:7]1[S:6][C:5]([C:3]([NH:38][C:29]2([C:27]([OH:28])=[O:26])[CH2:30][C:31]3[C:36](=[CH:35][CH:34]=[CH:33][CH:32]=3)[CH2:37]2)=[O:4])=[CH:9][C:8]=1[O:10][CH2:22][CH2:21][C:17]1[CH:16]=[C:15]([CH3:14])[CH:20]=[CH:19][CH:18]=1)(=[O:13])[CH3:12]. Given the reactants CO[C:3]([C:5]1[S:6][C:7]([C:11](=[O:13])[CH3:12])=[C:8]([OH:10])[CH:9]=1)=[O:4].[CH3:14][C:15]1[CH:16]=[C:17]([CH2:21][CH2:22]O)[CH:18]=[CH:19][CH:20]=1.Cl.C[O:26][C:27]([C:29]1([NH2:38])[CH2:37][C:36]2[C:31](=[CH:32][CH:33]=[CH:34][CH:35]=2)[CH2:30]1)=[O:28], predict the reaction product.